Dataset: Forward reaction prediction with 1.9M reactions from USPTO patents (1976-2016). Task: Predict the product of the given reaction. (1) Given the reactants [C:1]([O:5][C:6]([N:8]1[C@@H:12]([CH2:13][CH2:14][C:15]2[CH:16]=[N:17][C:18](Cl)=[CH:19][CH:20]=2)[CH2:11][O:10][C:9]1([CH3:23])[CH3:22])=[O:7])([CH3:4])([CH3:3])[CH3:2].[Cl:24][C:25]1[CH:26]=[N:27][C:28]([NH2:31])=[N:29][CH:30]=1.C(=O)([O-])[O-].[Cs+].[Cs+], predict the reaction product. The product is: [C:1]([O:5][C:6]([N:8]1[C@@H:12]([CH2:13][CH2:14][C:15]2[CH:16]=[N:17][C:18]([NH:31][C:28]3[N:29]=[CH:30][C:25]([Cl:24])=[CH:26][N:27]=3)=[CH:19][CH:20]=2)[CH2:11][O:10][C:9]1([CH3:23])[CH3:22])=[O:7])([CH3:4])([CH3:3])[CH3:2]. (2) Given the reactants [F:1][C:2]([F:32])([F:31])[C:3]1[CH:4]=[CH:5][C:6]([O:9][C:10]2[CH:11]=[C:12](/[CH:16]=[C:17]3/[CH2:18][CH:19]([NH:23]C(=O)OC(C)(C)C)[CH2:20][CH2:21][CH2:22]/3)[CH:13]=[CH:14][CH:15]=2)=[N:7][CH:8]=1.Cl, predict the reaction product. The product is: [F:32][C:2]([F:1])([F:31])[C:3]1[CH:4]=[CH:5][C:6]([O:9][C:10]2[CH:11]=[C:12](/[CH:16]=[C:17]3/[CH2:18][CH:19]([NH2:23])[CH2:20][CH2:21][CH2:22]/3)[CH:13]=[CH:14][CH:15]=2)=[N:7][CH:8]=1. (3) Given the reactants [C@@H:1]12[CH2:7][C@@H:4]([CH2:5][CH2:6]1)[CH2:3][C@@H:2]2[O:8][C:9]1[C:21]([CH:22]2[CH2:24][CH2:23]2)=[CH:20][C:12]([C:13]([O:15]C(C)(C)C)=[O:14])=[C:11]([F:25])[CH:10]=1.FC(F)(F)C(O)=O, predict the reaction product. The product is: [C@@H:1]12[CH2:7][C@@H:4]([CH2:5][CH2:6]1)[CH2:3][C@@H:2]2[O:8][C:9]1[C:21]([CH:22]2[CH2:24][CH2:23]2)=[CH:20][C:12]([C:13]([OH:15])=[O:14])=[C:11]([F:25])[CH:10]=1. (4) Given the reactants [NH2:1][CH2:2][CH2:3][CH2:4][CH2:5][CH2:6][CH2:7][CH2:8][CH2:9][CH2:10][CH2:11][CH2:12][C:13]([OH:15])=[O:14].C(N(C(C)C)CC)(C)C.I.[NH2:26][C:27]1[C:28]([C:35]([NH:37][C:38](=[NH:41])SC)=[O:36])=[N:29][C:30]([Cl:34])=[C:31]([NH2:33])[N:32]=1, predict the reaction product. The product is: [NH2:26][C:27]1[C:28]([C:35]([N:37]=[C:38]([NH2:41])[NH:1][CH2:2][CH2:3][CH2:4][CH2:5][CH2:6][CH2:7][CH2:8][CH2:9][CH2:10][CH2:11][CH2:12][C:13]([OH:15])=[O:14])=[O:36])=[N:29][C:30]([Cl:34])=[C:31]([NH2:33])[N:32]=1. (5) Given the reactants [Cl:1][C:2]1[N:3]=[C:4]([O:20][CH:21]2[CH2:26][CH2:25][C:24]([CH3:28])([OH:27])[CH2:23][CH2:22]2)[C:5]2[C:10](I)=[CH:9][N:8]([CH2:12][O:13][CH2:14][CH2:15][Si:16]([CH3:19])([CH3:18])[CH3:17])[C:6]=2[N:7]=1.[CH3:29][C:30]1[O:31][C:32]2[CH:38]=[C:37](B3OC(C)(C)C(C)(C)O3)[CH:36]=[CH:35][C:33]=2[N:34]=1.O.O.O.P([O-])([O-])([O-])=O.[K+].[K+].[K+].O1CCOCC1, predict the reaction product. The product is: [Cl:1][C:2]1[N:3]=[C:4]([O:20][CH:21]2[CH2:26][CH2:25][C:24]([CH3:28])([OH:27])[CH2:23][CH2:22]2)[C:5]2[C:10]([C:37]3[CH:36]=[CH:35][C:33]4[N:34]=[C:30]([CH3:29])[O:31][C:32]=4[CH:38]=3)=[CH:9][N:8]([CH2:12][O:13][CH2:14][CH2:15][Si:16]([CH3:19])([CH3:18])[CH3:17])[C:6]=2[N:7]=1. (6) Given the reactants [Cl:1][C:2]1[CH:7]=[C:6]([CH:8]2[CH2:13][CH2:12][N:11](C(OC(C)(C)C)=O)[CH2:10][CH2:9]2)[CH:5]=[C:4]([Cl:21])[N:3]=1.[C:22]([OH:28])([C:24]([F:27])([F:26])[F:25])=[O:23], predict the reaction product. The product is: [Cl:1][C:2]1[CH:7]=[C:6]([CH:8]2[CH2:9][CH2:10][NH:11][CH2:12][CH2:13]2)[CH:5]=[C:4]([Cl:21])[N:3]=1.[C:22]([OH:28])([C:24]([F:27])([F:26])[F:25])=[O:23].